Dataset: Forward reaction prediction with 1.9M reactions from USPTO patents (1976-2016). Task: Predict the product of the given reaction. (1) Given the reactants [CH3:1][C:2]([C:6]1[CH:7]=[C:8]([C:18](=[O:21])[CH2:19]Br)[CH:9]=[C:10]([C:13]([CH3:17])([CH3:16])[CH2:14][CH3:15])[C:11]=1[OH:12])([CH3:5])[CH2:3][CH3:4].[I-:22].[Na+].CCCCCC, predict the reaction product. The product is: [CH3:1][C:2]([C:6]1[CH:7]=[C:8]([C:18](=[O:21])[CH2:19][I:22])[CH:9]=[C:10]([C:13]([CH3:17])([CH3:16])[CH2:14][CH3:15])[C:11]=1[OH:12])([CH3:5])[CH2:3][CH3:4]. (2) Given the reactants [C:1]([CH:3]1[CH2:8][CH2:7][N:6]([C:9]([O:11][CH3:12])=[O:10])[CH:5]([CH2:13][C:14]2[CH:19]=[CH:18][C:17]([C:20]([F:23])([F:22])[F:21])=[CH:16][CH:15]=2)[CH2:4]1)#N.OO.[OH-:26].[K+].Cl.[OH2:29], predict the reaction product. The product is: [CH3:12][O:11][C:9]([N:6]1[CH2:7][CH2:8][CH:3]([C:1]([OH:29])=[O:26])[CH2:4][CH:5]1[CH2:13][C:14]1[CH:19]=[CH:18][C:17]([C:20]([F:23])([F:22])[F:21])=[CH:16][CH:15]=1)=[O:10]. (3) Given the reactants [Cl:1][C:2]1[CH:7]=[C:6]([Cl:8])[CH:5]=[CH:4][C:3]=1[C@H:9]1[C@H:14]([N+:15]([O-])=O)[CH2:13][C:12]([CH2:18][N:19]2[CH2:24][CH2:23][CH:22]([C:25]([O:27][CH2:28][CH3:29])=[O:26])[CH2:21][CH2:20]2)=[CH:11][CH2:10]1, predict the reaction product. The product is: [NH2:15][C@@H:14]1[CH2:13][C:12]([CH2:18][N:19]2[CH2:24][CH2:23][CH:22]([C:25]([O:27][CH2:28][CH3:29])=[O:26])[CH2:21][CH2:20]2)=[CH:11][CH2:10][C@H:9]1[C:3]1[CH:4]=[CH:5][C:6]([Cl:8])=[CH:7][C:2]=1[Cl:1]. (4) Given the reactants [CH3:1][C:2]1[C:10]([CH3:11])=[CH:9][CH:8]=[CH:7][C:3]=1[C:4]([OH:6])=O.[C:12]([CH:14]1[CH:19]2[CH2:20][CH2:21][N:16]([CH2:17][CH2:18]2)[CH2:15]1)#[N:13], predict the reaction product. The product is: [N:16]12[CH2:21][CH2:20][CH:19]([CH2:18][CH2:17]1)[CH:14]([C:12]1[NH:13][C:4](=[O:6])[C:3]3[C:2]([CH:1]=1)=[C:10]([CH3:11])[CH:9]=[CH:8][CH:7]=3)[CH2:15]2. (5) Given the reactants [CH2:1]=[C:2]1[CH2:7][CH2:6][C@H:5]2[C@H:8]3[C@H:18]([CH2:19][CH2:20][C@:3]12[CH3:4])[C@:16]1([CH3:17])[C:11](=[CH:12][C:13](=[O:21])[CH2:14][CH2:15]1)[CH2:10][CH2:9]3.[CH3:22]OC(OC)(C)C.CO.C1(C)C=CC(S(O)(=O)=O)=CC=1, predict the reaction product. The product is: [CH3:22][O:21][C:13]1[CH2:14][CH2:15][C@@:16]2([CH3:17])[C:11](=[CH:10][CH2:9][C@@H:8]3[C@@H:18]2[CH2:19][CH2:20][C@@:3]2([CH3:4])[C@H:5]3[CH2:6][CH2:7][C:2]2=[CH2:1])[CH:12]=1. (6) Given the reactants [NH:1]1[C:9]2[C:4](=[CH:5][CH:6]=[CH:7][CH:8]=2)[CH:3]=[CH:2]1, predict the reaction product. The product is: [CH:6]1[CH:7]=[CH:8][C:9]2[NH:1][C:2]3[CH:9]=[N:1][CH:2]=[CH:3][C:3]=3[C:4]=2[CH:5]=1. (7) Given the reactants C[Si](C)(C)[O:3][NH2:4].C(=O)([O-])O.[Na+].[CH2:12]([O:14][C:15]([C:17]1[CH:18]=[CH:19][C:20]2[S:25][C@@H:24]([CH2:26][CH2:27][CH2:28][C:29]3[CH:34]=[CH:33][C:32]([O:35][CH3:36])=[CH:31][CH:30]=3)[C:23](=[O:37])[N:22]([CH2:38][C:39](O)=[O:40])[C:21]=2[CH:42]=1)=[O:16])[CH3:13], predict the reaction product. The product is: [OH:3][NH:4][C:39](=[O:40])[CH2:38][N:22]1[C:21]2[CH:42]=[C:17]([C:15]([O:14][CH2:12][CH3:13])=[O:16])[CH:18]=[CH:19][C:20]=2[S:25][CH:24]([CH2:26][CH2:27][CH2:28][C:29]2[CH:34]=[CH:33][C:32]([O:35][CH3:36])=[CH:31][CH:30]=2)[C:23]1=[O:37]. (8) Given the reactants [OH-].[Na+].[OH:3][C:4]1[CH:28]=[CH:27][C:26]([CH:29]2[CH2:34][CH2:33][N:32]([CH2:35][CH2:36][OH:37])[CH2:31][CH2:30]2)=[CH:25][C:5]=1[C:6]([NH:8][C:9]1[CH:18]=[C:17]([C:19]2[CH:24]=[CH:23][CH:22]=[CH:21][CH:20]=2)[CH:16]=[CH:15][C:10]=1[C:11]([O:13]C)=[O:12])=[O:7].Cl, predict the reaction product. The product is: [OH:3][C:4]1[CH:28]=[CH:27][C:26]([CH:29]2[CH2:30][CH2:31][N:32]([CH2:35][CH2:36][OH:37])[CH2:33][CH2:34]2)=[CH:25][C:5]=1[C:6]([NH:8][C:9]1[CH:18]=[C:17]([C:19]2[CH:20]=[CH:21][CH:22]=[CH:23][CH:24]=2)[CH:16]=[CH:15][C:10]=1[C:11]([OH:13])=[O:12])=[O:7]. (9) The product is: [C:1]([C:3]1[CH:8]=[CH:7][C:6]([N:9]2[CH2:14][CH2:13][CH2:12][C@H:11]([NH:15][C@@H:16]3[CH2:21][CH2:20][CH2:19][CH2:18][C@H:17]3[NH:22][C:36](=[O:46])[O:37][CH2:38][C:39]3[CH:44]=[CH:43][C:42]([CH3:45])=[CH:41][CH:40]=3)[CH2:10]2)=[CH:5][CH:4]=1)#[N:2]. Given the reactants [C:1]([C:3]1[CH:8]=[CH:7][C:6]([N:9]2[CH2:14][CH2:13][CH2:12][C@H:11]([NH:15][C@@H:16]3[CH2:21][CH2:20][CH2:19][CH2:18][C@H:17]3[NH:22]C(=O)CC3C4C(=CC=CC=4)N(C)C=3)[CH2:10]2)=[CH:5][CH:4]=1)#[N:2].[C:36](Cl)(=[O:46])[O:37][CH2:38][C:39]1[CH:44]=[CH:43][C:42]([CH3:45])=[CH:41][CH:40]=1, predict the reaction product. (10) Given the reactants [Cl:1][C:2]1[C:7]([CH:8]2[CH2:13][CH2:12][NH:11][CH2:10][CH2:9]2)=[CH:6][C:5]([C:14]#[N:15])=[CH:4][C:3]=1[NH:16][C:17]1[N:22]=[C:21]([N:23]([CH:33]2[CH2:35][CH2:34]2)CC2C=CC(OC)=CC=2)[C:20]2=[N:36][CH:37]=[C:38]([C:39]#[N:40])[N:19]2[N:18]=1.Cl[CH2:42][C:43]([NH:45][CH3:46])=[O:44].[I-].[Na+].CCN(CC)CC.C(O)(C(F)(F)F)=O.C1(OC)C=CC=CC=1, predict the reaction product. The product is: [Cl:1][C:2]1[C:3]([NH:16][C:17]2[N:22]=[C:21]([NH:23][CH:33]3[CH2:34][CH2:35]3)[C:20]3=[N:36][CH:37]=[C:38]([C:39]#[N:40])[N:19]3[N:18]=2)=[CH:4][C:5]([C:14]#[N:15])=[CH:6][C:7]=1[CH:8]1[CH2:9][CH2:10][N:11]([CH2:42][C:43]([NH:45][CH3:46])=[O:44])[CH2:12][CH2:13]1.